From a dataset of Forward reaction prediction with 1.9M reactions from USPTO patents (1976-2016). Predict the product of the given reaction. Given the reactants [I:1][C:2]1[CH:11]=[C:10]2[C:5]([C:6]([C:14]3[CH:19]=[CH:18][CH:17]=[CH:16][CH:15]=3)=[CH:7][C:8]([NH:12][NH2:13])=[N:9]2)=[CH:4][CH:3]=1.[C:20](OC)(OC)(OC)[CH3:21], predict the reaction product. The product is: [I:1][C:2]1[CH:11]=[C:10]2[C:5]([C:6]([C:14]3[CH:19]=[CH:18][CH:17]=[CH:16][CH:15]=3)=[CH:7][C:8]3[N:9]2[C:20]([CH3:21])=[N:13][N:12]=3)=[CH:4][CH:3]=1.